Dataset: Full USPTO retrosynthesis dataset with 1.9M reactions from patents (1976-2016). Task: Predict the reactants needed to synthesize the given product. (1) Given the product [CH3:1][C:2]1[N:3]=[C:4]([NH:7][C:9]2[CH:14]=[C:13]([S:15][C:16]3[CH:17]=[C:18]([CH:23]=[CH:24][CH:25]=3)[C:19]([O:21][CH3:22])=[O:20])[CH:12]=[CH:11][N:10]=2)[S:5][CH:6]=1, predict the reactants needed to synthesize it. The reactants are: [CH3:1][C:2]1[N:3]=[C:4]([NH2:7])[S:5][CH:6]=1.Cl[C:9]1[CH:14]=[C:13]([S:15][C:16]2[CH:17]=[C:18]([CH:23]=[CH:24][CH:25]=2)[C:19]([O:21][CH3:22])=[O:20])[CH:12]=[CH:11][N:10]=1.P([O-])([O-])([O-])=O.[K+].[K+].[K+]. (2) Given the product [CH3:1][O:2][C@H:3]1[CH2:8][CH2:7][C@H:6]([CH2:9][N:10]2[C:11](=[O:24])[CH2:12][NH:13][C:14]3[N:19]=[CH:18][C:17]([C:26]4[C:27]([CH3:34])=[CH:28][C:29]([C:32]#[N:33])=[N:30][CH:31]=4)=[N:16][C:15]2=3)[CH2:5][CH2:4]1, predict the reactants needed to synthesize it. The reactants are: [CH3:1][O:2][C@H:3]1[CH2:8][CH2:7][C@H:6]([CH2:9][N:10]2[C:15]3=[N:16][C:17]([Sn](C)(C)C)=[CH:18][N:19]=[C:14]3[NH:13][CH2:12][C:11]2=[O:24])[CH2:5][CH2:4]1.Br[C:26]1[C:27]([CH3:34])=[CH:28][C:29]([C:32]#[N:33])=[N:30][CH:31]=1.C(N(CC)CC)C.C1(C)C=CC=CC=1P(C1C=CC=CC=1C)C1C=CC=CC=1C. (3) Given the product [CH3:1][O:2][C:3](=[O:23])[CH2:4][C@H:5]1[CH2:6][CH2:7][C@H:8]([C:11]2[CH:12]=[CH:13][C:14]([NH:17][C:18](=[O:22])[CH2:19][CH2:20][NH:21][C:47]([C:45]3[N:46]=[C:42]([C:39]4[CH:40]=[CH:41][C:36]([F:35])=[CH:37][CH:38]=4)[O:43][C:44]=3[C:50]([F:53])([F:52])[F:51])=[O:48])=[CH:15][CH:16]=2)[CH2:9][CH2:10]1, predict the reactants needed to synthesize it. The reactants are: [CH3:1][O:2][C:3](=[O:23])[CH2:4][C@H:5]1[CH2:10][CH2:9][C@H:8]([C:11]2[CH:16]=[CH:15][C:14]([NH:17][C:18](=[O:22])[CH2:19][CH2:20][NH2:21])=[CH:13][CH:12]=2)[CH2:7][CH2:6]1.CCN=C=NCCCN(C)C.[F:35][C:36]1[CH:41]=[CH:40][C:39]([C:42]2[O:43][C:44]([C:50]([F:53])([F:52])[F:51])=[C:45]([C:47](O)=[O:48])[N:46]=2)=[CH:38][CH:37]=1.C1C=CC2N(O)N=NC=2C=1.C(N(C(C)C)C(C)C)C.